From a dataset of Forward reaction prediction with 1.9M reactions from USPTO patents (1976-2016). Predict the product of the given reaction. (1) The product is: [ClH:8].[Br:1][C:2]1[C:3]([NH:9][C:10]2[CH:15]=[C:14]([O:16][CH3:17])[C:13]([O:18][CH3:19])=[C:12]([O:20][CH3:21])[CH:11]=2)=[N:4][C:5]([NH:22][C:23]2[CH:24]=[CH:25][C:26]([NH:29][C:30](=[O:32])[CH3:31])=[CH:27][CH:28]=2)=[N:6][CH:7]=1. Given the reactants [Br:1][C:2]1[C:3]([NH:9][C:10]2[CH:15]=[C:14]([O:16][CH3:17])[C:13]([O:18][CH3:19])=[C:12]([O:20][CH3:21])[CH:11]=2)=[N:4][C:5]([Cl:8])=[N:6][CH:7]=1.[NH2:22][C:23]1[CH:28]=[CH:27][C:26]([NH:29][C:30](=[O:32])[CH3:31])=[CH:25][CH:24]=1.Cl.C(OCC)C, predict the reaction product. (2) Given the reactants [CH:1]1[C:6]([CH:7]=O)=[CH:5][CH:4]=[C:3]([CH:9]=O)[CH:2]=1.[N:11]1([CH2:16][CH2:17][NH2:18])[CH2:15][CH2:14][CH2:13][CH2:12]1.[BH4-].[Na+].O, predict the reaction product. The product is: [N:11]1([CH2:16][CH2:17][NH:18][CH2:9][C:3]2[CH:4]=[CH:5][C:6]([CH2:7][NH:18][CH2:17][CH2:16][N:11]3[CH2:15][CH2:14][CH2:13][CH2:12]3)=[CH:1][CH:2]=2)[CH2:15][CH2:14][CH2:13][CH2:12]1. (3) Given the reactants [Cl:1][C:2]1[CH:3]=[C:4]([NH:11]C(=O)C)[CH:5]=[CH:6][C:7]=1[N+:8]([O-:10])=[O:9].Cl, predict the reaction product. The product is: [Cl:1][C:2]1[CH:3]=[C:4]([NH2:11])[CH:5]=[CH:6][C:7]=1[N+:8]([O-:10])=[O:9]. (4) Given the reactants [C:1](Cl)(=[O:8])[CH2:2][CH2:3][CH2:4][C:5](Cl)=[O:6].[Cl-].[Al+3].[Cl-].[Cl-].[CH:14]1[CH:19]=[CH:18][CH:17]=[CH:16][CH:15]=1.O, predict the reaction product. The product is: [C:14]1([C:1](=[O:8])[CH2:2][CH2:3][CH2:4][C:5]([C:14]2[CH:19]=[CH:18][CH:17]=[CH:16][CH:15]=2)=[O:6])[CH:19]=[CH:18][CH:17]=[CH:16][CH:15]=1. (5) Given the reactants Br[C:2]1[C:11]2[C:6](=[CH:7][CH:8]=[CH:9][CH:10]=2)[CH:5]=[N:4][CH:3]=1.[C:12]([Cu])#[N:13], predict the reaction product. The product is: [C:12]([C:2]1[C:11]2[C:6](=[CH:7][CH:8]=[CH:9][CH:10]=2)[CH:5]=[N:4][CH:3]=1)#[N:13]. (6) Given the reactants [CH:1]([C:4]1[CH:5]=[CH:6][C:7]2[C:12]([NH:13][C:14]3[CH:15]=[C:16]([CH:20]=[CH:21][C:22]=3[S:23][C:24]3[CH:29]=[CH:28][C:27]([O:30][CH3:31])=[CH:26][CH:25]=3)[C:17](Cl)=[O:18])=[N:11][CH:10]=[N:9][C:8]=2[N:32]=1)([CH3:3])[CH3:2].[NH2:33][C:34]1[CH:39]=[CH:38][CH:37]=[C:36]([CH3:40])[CH:35]=1.NC1C=C(O)C(C)=CC=1, predict the reaction product. The product is: [CH:1]([C:4]1[CH:5]=[CH:6][C:7]2[C:12]([NH:13][C:14]3[CH:15]=[C:16]([CH:20]=[CH:21][C:22]=3[S:23][C:24]3[CH:29]=[CH:28][C:27]([O:30][CH3:31])=[CH:26][CH:25]=3)[C:17]([NH:33][C:34]3[CH:35]=[C:36]([CH3:40])[CH:37]=[CH:38][CH:39]=3)=[O:18])=[N:11][CH:10]=[N:9][C:8]=2[N:32]=1)([CH3:3])[CH3:2]. (7) Given the reactants FC(F)(F)[C:3]1[CH:4]=[C:5]([C:12]([OH:14])=[O:13])[CH:6]=[C:7]2[C:11]=1N[N:9]=[CH:8]2.BrC1C=C2C([CH:22]=[C:23](N)[N:24]=C2)=CC=1, predict the reaction product. The product is: [NH2:24][C:23]1[N:9]=[CH:8][C:7]2[C:11]([CH:22]=1)=[CH:3][CH:4]=[C:5]([C:12]([OH:14])=[O:13])[CH:6]=2.